Dataset: Full USPTO retrosynthesis dataset with 1.9M reactions from patents (1976-2016). Task: Predict the reactants needed to synthesize the given product. (1) Given the product [N:1]1([CH:6]2[CH2:11][CH2:10][N:9]([CH2:12][C:13]3[C:14]([O:33][CH3:34])=[N:15][C:16]4[C:21]([C:22]=3[Cl:23])=[CH:20][C:19]([C:24]([C:26]3[N:30]([CH3:31])[C:29]([CH3:32])=[N:28][CH:27]=3)=[O:25])=[CH:18][CH:17]=4)[CH2:8][CH2:7]2)[CH:5]=[CH:4][CH:3]=[N:2]1, predict the reactants needed to synthesize it. The reactants are: [N:1]1([CH:6]2[CH2:11][CH2:10][N:9]([CH2:12][C:13]3[C:14]([O:33][CH3:34])=[N:15][C:16]4[C:21]([C:22]=3[Cl:23])=[CH:20][C:19]([CH:24]([C:26]3[N:30]([CH3:31])[C:29]([CH3:32])=[N:28][CH:27]=3)[OH:25])=[CH:18][CH:17]=4)[CH2:8][CH2:7]2)[CH:5]=[CH:4][CH:3]=[N:2]1. (2) The reactants are: [OH:1][C:2]1[C:11]2[C:6](=[CH:7][CH:8]=[CH:9][CH:10]=2)[C:5]([CH:12]=[O:13])=[CH:4][CH:3]=1.C(=O)([O-])[O-].[K+].[K+].Cl[CH2:21][CH2:22][OH:23]. Given the product [OH:23][CH2:22][CH2:21][O:1][C:2]1[C:11]2[C:6](=[CH:7][CH:8]=[CH:9][CH:10]=2)[C:5]([CH:12]=[O:13])=[CH:4][CH:3]=1, predict the reactants needed to synthesize it. (3) The reactants are: Br[C:2]1[CH:3]=[C:4]2[C:9](=[CH:10][CH:11]=1)[C:8](=[O:12])[NH:7][N:6]=[C:5]2[Cl:13].[O:14]1[CH:18]=[CH:17][CH:16]=[C:15]1[C:19]1[CH:26]=[CH:25][CH:24]=[CH:23][C:20]=1[CH2:21][NH2:22].C1C=CC(P(C2C(C3C(P(C4C=CC=CC=4)C4C=CC=CC=4)=CC=C4C=3C=CC=C4)=C3C(C=CC=C3)=CC=2)C2C=CC=CC=2)=CC=1.CC([O-])(C)C.[Na+]. Given the product [Cl:13][C:5]1[C:4]2[C:9](=[CH:10][CH:11]=[C:2]([NH:22][CH2:21][C:20]3[CH:23]=[CH:24][CH:25]=[CH:26][C:19]=3[C:15]3[O:14][CH:18]=[CH:17][CH:16]=3)[CH:3]=2)[C:8](=[O:12])[NH:7][N:6]=1, predict the reactants needed to synthesize it. (4) Given the product [C:13]([O:17][C:18]([N:20]1[CH2:21][CH2:22][CH:23]([C:26]2[O:27][C:28]([CH2:31][O:10][CH2:9][C:3]3[CH:4]=[C:5]([Cl:8])[CH:6]=[CH:7][C:2]=3[NH2:1])=[N:29][N:30]=2)[CH2:24][CH2:25]1)=[O:19])([CH3:16])([CH3:15])[CH3:14], predict the reactants needed to synthesize it. The reactants are: [NH2:1][C:2]1[CH:7]=[CH:6][C:5]([Cl:8])=[CH:4][C:3]=1[CH2:9][OH:10].[H-].[Na+].[C:13]([O:17][C:18]([N:20]1[CH2:25][CH2:24][CH:23]([C:26]2[O:27][C:28]([CH2:31]Cl)=[N:29][N:30]=2)[CH2:22][CH2:21]1)=[O:19])([CH3:16])([CH3:15])[CH3:14]. (5) The reactants are: [CH3:1][O:2][C:3](=[O:13])[CH2:4][CH2:5][CH2:6][CH2:7][C:8](=[O:12])[CH2:9][CH2:10][OH:11]. Given the product [CH3:1][O:2][C:3](=[O:13])[CH2:4][CH2:5][CH2:6][CH2:7][C@@H:8]([OH:12])[CH2:9][CH2:10][OH:11], predict the reactants needed to synthesize it.